Dataset: Catalyst prediction with 721,799 reactions and 888 catalyst types from USPTO. Task: Predict which catalyst facilitates the given reaction. (1) Reactant: C([O:3][C:4]([C:6]1[N:7]=[C:8]([N:11]2[CH2:16][CH2:15][CH:14]([OH:17])[CH2:13][CH2:12]2)[S:9][CH:10]=1)=[O:5])C.[OH-].[Na+].OS([O-])(=O)=O.[Na+]. Product: [OH:17][CH:14]1[CH2:15][CH2:16][N:11]([C:8]2[S:9][CH:10]=[C:6]([C:4]([OH:5])=[O:3])[N:7]=2)[CH2:12][CH2:13]1. The catalyst class is: 5. (2) Reactant: [C:1]([C:3]1[CH:4]=[C:5]([C:22]2[N:27]=[CH:26][N:25]=[C:24]([NH:28][C:29]3[CH:34]=[CH:33][C:32]([N:35]4[CH2:40][CH2:39][N:38](C(OC(C)(C)C)=O)[CH2:37][C@@H:36]4C)=[CH:31][CH:30]=3)[N:23]=2)[CH:6]=[CH:7][C:8]=1[O:9][C@H:10]1[CH2:15][CH2:14][N:13]([C:16](=[O:20])[C@@H:17]([OH:19])[CH3:18])[CH2:12][C@H:11]1[F:21])#[N:2].FC(F)(F)C(O)=O.C(=O)(O)[O-].[Na+]. Product: [F:21][C@H:11]1[C@@H:10]([O:9][C:8]2[CH:7]=[CH:6][C:5]([C:22]3[N:23]=[C:24]([NH:28][C:29]4[CH:30]=[CH:31][C:32]([N:35]5[CH2:36][CH2:37][NH:38][CH2:39][CH2:40]5)=[CH:33][CH:34]=4)[N:25]=[CH:26][N:27]=3)=[CH:4][C:3]=2[C:1]#[N:2])[CH2:15][CH2:14][N:13]([C:16](=[O:20])[C@@H:17]([OH:19])[CH3:18])[CH2:12]1. The catalyst class is: 2.